The task is: Predict the reaction yield, written as a fraction of the theoretical maximum amount of product (1.0 means a 100% yield; for example, 0.34 means a 34% yield).. This data is from Reaction yield outcomes from USPTO patents with 853,638 reactions. (1) The reactants are [F:1][C:2]1[CH:3]=[C:4]([C:29]2[C:30]([C:35]#[N:36])=[CH:31][CH:32]=[CH:33][CH:34]=2)[CH:5]=[CH:6][C:7]=1[CH2:8][C:9]1[C:10](=[O:28])[N:11]([C@H:21]2[CH2:26][CH2:25][C@H:24]([OH:27])[CH2:23][CH2:22]2)[C:12]2[N:13]([N:18]=[CH:19][N:20]=2)[C:14]=1[CH2:15][CH2:16][CH3:17].[N+](=CC(OCC)=[O:41])=[N-].[C:45]1([CH3:51])[CH:50]=CC=C[CH:46]=1. The catalyst is C([O-])(=O)C.[Rh+]. The product is [F:1][C:2]1[CH:3]=[C:4]([C:29]2[C:30]([C:35]#[N:36])=[CH:31][CH:32]=[CH:33][CH:34]=2)[CH:5]=[CH:6][C:7]=1[CH2:8][C:9]1[C:10](=[O:28])[N:11]([C@H:21]2[CH2:26][CH2:25][C@H:24]([O:27][CH2:46][C:45]([OH:41])([CH3:51])[CH3:50])[CH2:23][CH2:22]2)[C:12]2[N:13]([N:18]=[CH:19][N:20]=2)[C:14]=1[CH2:15][CH2:16][CH3:17]. The yield is 0.220. (2) The reactants are [NH2:1][C:2]1[C:14]([Cl:15])=[CH:13][C:5]([C:6]([O:8]C(C)(C)C)=O)=[C:4]([F:16])[CH:3]=1.Cl[C:18]1[N:23]=[C:22]([NH:24][CH3:25])[C:21]([C:26]([F:29])([F:28])[F:27])=[CH:20][N:19]=1.C1(C)C=CC(S(O)(=O)=O)=CC=1.CCN(C(C)C)C(C)C.CN(C(ON1N=NC2C=CC=NC1=2)=[N+](C)C)C.F[P-](F)(F)(F)(F)F.[NH:74]1[CH2:79][CH2:78][O:77][CH2:76][CH2:75]1.C(=O)(O)[O-].[Na+]. The catalyst is ClCCl.FC(F)(F)C(O)=O.O. The product is [Cl:15][C:14]1[C:2]([NH:1][C:18]2[N:23]=[C:22]([NH:24][CH3:25])[C:21]([C:26]([F:29])([F:28])[F:27])=[CH:20][N:19]=2)=[CH:3][C:4]([F:16])=[C:5]([C:6]([N:74]2[CH2:79][CH2:78][O:77][CH2:76][CH2:75]2)=[O:8])[CH:13]=1. The yield is 0.280.